This data is from Retrosynthesis with 50K atom-mapped reactions and 10 reaction types from USPTO. The task is: Predict the reactants needed to synthesize the given product. (1) Given the product CC1Cc2ccc(C3=CCN(C(=O)OC(C)(C)C)CC3)cc2CN1c1cc(N2CCN(C)CC2)nc(N)n1, predict the reactants needed to synthesize it. The reactants are: CC(C)(C)OC(=O)N1CC=C(B2OC(C)(C)C(C)(C)O2)CC1.CC1Cc2ccc(Br)cc2CN1c1cc(N2CCN(C)CC2)nc(N)n1. (2) The reactants are: OB(O)c1ccncc1.OC(c1ccccc1)(c1ccccc1)C1CCN(CCCOc2ccc(Br)cc2)CC1. Given the product OC(c1ccccc1)(c1ccccc1)C1CCN(CCCOc2ccc(-c3ccncc3)cc2)CC1, predict the reactants needed to synthesize it.